Dataset: Reaction yield outcomes from USPTO patents with 853,638 reactions. Task: Predict the reaction yield, written as a fraction of the theoretical maximum amount of product (1.0 means a 100% yield; for example, 0.34 means a 34% yield). The reactants are [ClH:1].C(OC([N:9]1[CH2:13][C@H:12]([O:14][CH2:15][CH:16]([OH:21])[C:17]([OH:20])([CH3:19])[CH3:18])[CH2:11][C@@H:10]1[C@H:22]1[O:26]C(C)(C)[N:24]([C:29](=[O:31])[CH3:30])[C@H:23]1[CH2:32][C:33]1[CH:38]=[C:37]([F:39])[CH:36]=[C:35]([F:40])[CH:34]=1)=O)(C)(C)C. The catalyst is O1CCOCC1. The product is [ClH:1].[F:39][C:37]1[CH:38]=[C:33]([CH:34]=[C:35]([F:40])[CH:36]=1)[CH2:32][C@H:23]([NH:24][C:29](=[O:31])[CH3:30])[C@@H:22]([C@H:10]1[CH2:11][C@@H:12]([O:14][CH2:15][CH:16]([OH:21])[C:17]([OH:20])([CH3:19])[CH3:18])[CH2:13][NH:9]1)[OH:26]. The yield is 1.00.